From a dataset of Forward reaction prediction with 1.9M reactions from USPTO patents (1976-2016). Predict the product of the given reaction. (1) Given the reactants [N:1]1([CH2:6][CH2:7][CH2:8][NH2:9])[CH:5]=[CH:4][N:3]=[CH:2]1.[OH:10][C:11]1[CH:18]=[CH:17][C:16]([CH3:19])=[CH:15][C:12]=1[CH:13]=O.C[Si]([N:24]=[N+:25]=[N-:26])(C)C.[Cl:27][C:28]1[CH:33]=[CH:32][C:31]([CH2:34][N+:35]#[C-:36])=[CH:30][CH:29]=1, predict the reaction product. The product is: [Cl:27][C:28]1[CH:33]=[CH:32][C:31]([CH2:34][N:35]2[C:36]([CH:13]([NH:9][CH2:8][CH2:7][CH2:6][N:1]3[CH:5]=[CH:4][N:3]=[CH:2]3)[C:12]3[CH:15]=[C:16]([CH3:19])[CH:17]=[CH:18][C:11]=3[OH:10])=[N:26][N:25]=[N:24]2)=[CH:30][CH:29]=1. (2) Given the reactants [F:1][C:2]1[CH:7]=[CH:6][C:5]([C:8]2([OH:22])[CH2:13][CH2:12][C:11]([C:16]3[CH:21]=[CH:20][CH:19]=[CH:18][CH:17]=3)([C:14]#[N:15])[CH2:10][CH2:9]2)=[CH:4][CH:3]=1.[CH3:23]N(C=O)C, predict the reaction product. The product is: [F:1][C:2]1[CH:3]=[CH:4][C:5]([C:8]2([O:22][CH3:23])[CH2:13][CH2:12][C:11]([C:16]3[CH:17]=[CH:18][CH:19]=[CH:20][CH:21]=3)([C:14]#[N:15])[CH2:10][CH2:9]2)=[CH:6][CH:7]=1. (3) Given the reactants [S:1]([CH2:5][CH2:6][CH2:7][O:8][C:9]1[CH:17]=[CH:16][CH:15]=[C:14]2[C:10]=1[CH:11]=[CH:12][N:13]2[C:18]1[CH:23]=[CH:22][N:21]=[C:20]([NH:24][CH:25]2[CH2:30][CH2:29][CH:28]([C:31]([OH:33])=O)[CH2:27][CH2:26]2)[N:19]=1)(=[O:4])(=[O:3])[NH2:2].F[P-](F)(F)(F)(F)F.[N:41]1(O[P+](N(C)C)(N(C)C)N(C)C)[C:45]2C=CC=CC=2N=N1.CCN(C(C)C)C(C)C.NC, predict the reaction product. The product is: [CH3:45][NH:41][C:31]([CH:28]1[CH2:27][CH2:26][CH:25]([NH:24][C:20]2[N:19]=[C:18]([N:13]3[C:14]4[C:10](=[C:9]([O:8][CH2:7][CH2:6][CH2:5][S:1](=[O:3])(=[O:4])[NH2:2])[CH:17]=[CH:16][CH:15]=4)[CH:11]=[CH:12]3)[CH:23]=[CH:22][N:21]=2)[CH2:30][CH2:29]1)=[O:33]. (4) Given the reactants [C:1]([O:5][C:6]([C:8]1[CH:13]=[CH:12][C:11]([C:14]2[C:15]([C:29]([O:31][CH2:32][CH3:33])=[O:30])=[N:16][N:17]([C:23]3[CH:28]=[CH:27][CH:26]=[CH:25][CH:24]=3)[C:18]=2[CH2:19][CH2:20][CH2:21][CH3:22])=[C:10]([C:34]([N:36]2[C@H:45]([CH2:46]O)[CH2:44][C:43]3[C:38](=[CH:39][CH:40]=[CH:41][CH:42]=3)[CH2:37]2)=[O:35])[CH:9]=1)=[O:7])([CH3:4])([CH3:3])[CH3:2].C1(P(C2C=CC=CC=2)C2C=CC=CC=2)C=CC=CC=1.CC(OC(/N=N/C(OC(C)C)=O)=O)C.P([N:97]=[N+:98]=[N-:99])(=O)(OC1C=CC=CC=1)OC1C=CC=CC=1, predict the reaction product. The product is: [N:97]([CH2:46][C@@H:45]1[CH2:44][C:43]2[C:38](=[CH:39][CH:40]=[CH:41][CH:42]=2)[CH2:37][N:36]1[C:34]([C:10]1[CH:9]=[C:8]([C:6]([O:5][C:1]([CH3:3])([CH3:2])[CH3:4])=[O:7])[CH:13]=[CH:12][C:11]=1[C:14]1[C:15]([C:29]([O:31][CH2:32][CH3:33])=[O:30])=[N:16][N:17]([C:23]2[CH:28]=[CH:27][CH:26]=[CH:25][CH:24]=2)[C:18]=1[CH2:19][CH2:20][CH2:21][CH3:22])=[O:35])=[N+:98]=[N-:99]. (5) The product is: [C:26]([O:30][C:31]([N:33]1[CH2:38][CH2:37][N:36]([CH2:1][C:2]2[CH:12]=[CH:11][CH:10]=[C:4]([C:5](=[O:6])[N:7]([CH3:9])[CH3:8])[CH:3]=2)[CH2:35][CH2:34]1)=[O:32])([CH3:29])([CH3:27])[CH3:28]. Given the reactants [CH3:1][C:2]1[CH:3]=[C:4]([CH:10]=[CH:11][CH:12]=1)[C:5]([N:7]([CH3:9])[CH3:8])=[O:6].BrCC1C=C(C=CC=1)C(N(C)C)=O.[C:26]([O:30][C:31]([N:33]1[CH2:38][CH2:37][NH:36][CH2:35][CH2:34]1)=[O:32])([CH3:29])([CH3:28])[CH3:27].C(N(CC)CC)C, predict the reaction product. (6) Given the reactants Br[C:2]1[CH:11]=[C:10]2[C:5]([CH2:6][CH:7]([CH3:26])[N:8]([C:12]3[CH:17]=[C:16]([N:18]4[CH2:23][CH2:22][N:21]([CH3:24])[CH2:20][CH2:19]4)[N:15]=[C:14]([NH2:25])[N:13]=3)[CH2:9]2)=[CH:4][CH:3]=1.[CH:27]1([N:32]2[CH:36]=[C:35](B3OC(C)(C)C(C)(C)O3)[CH:34]=[N:33]2)[CH2:31][CH2:30][CH2:29][CH2:28]1.C(=O)(O)[O-].[Na+], predict the reaction product. The product is: [CH:27]1([N:32]2[CH:36]=[C:35]([C:2]3[CH:11]=[C:10]4[C:5]([CH2:6][CH:7]([CH3:26])[N:8]([C:12]5[CH:17]=[C:16]([N:18]6[CH2:23][CH2:22][N:21]([CH3:24])[CH2:20][CH2:19]6)[N:15]=[C:14]([NH2:25])[N:13]=5)[CH2:9]4)=[CH:4][CH:3]=3)[CH:34]=[N:33]2)[CH2:31][CH2:30][CH2:29][CH2:28]1. (7) Given the reactants [F:1][C:2]1[CH:7]=[C:6]([N+:8]([O-])=O)[CH:5]=[C:4]([F:11])[C:3]=1[N:12]1[CH2:17][CH2:16]S[CH2:14][CH2:13]1.[O:18]1CCCC1, predict the reaction product. The product is: [F:1][C:2]1[CH:7]=[C:6]([CH:5]=[C:4]([F:11])[C:3]=1[N:12]1[CH2:17][CH2:16][O:18][CH2:14][CH2:13]1)[NH2:8]. (8) Given the reactants CO[C:3](=[O:34])[CH2:4][CH2:5][CH2:6][CH2:7][CH2:8][O:9][C:10]1[CH:11]=[CH:12][C:13]2[N:17]=[C:16]([S:18][CH2:19][C:20]3[CH:25]=[CH:24][CH:23]=[CH:22][CH:21]=3)[N:15]([C:26]3[CH:31]=[CH:30][C:29]([CH3:32])=[CH:28][CH:27]=3)[C:14]=2[CH:33]=1.[CH3:35][O:36][CH2:37][CH2:38][CH2:39][NH2:40], predict the reaction product. The product is: [CH3:35][O:36][CH2:37][CH2:38][CH2:39][NH:40][C:3](=[O:34])[CH2:4][CH2:5][CH2:6][CH2:7][CH2:8][O:9][C:10]1[CH:11]=[CH:12][C:13]2[N:17]=[C:16]([S:18][CH2:19][C:20]3[CH:25]=[CH:24][CH:23]=[CH:22][CH:21]=3)[N:15]([C:26]3[CH:31]=[CH:30][C:29]([CH3:32])=[CH:28][CH:27]=3)[C:14]=2[CH:33]=1. (9) The product is: [NH2:12][CH2:15][CH2:1][C:3]1[NH:4][C:5]2[C:10]([CH:11]=1)=[CH:9][CH:8]=[CH:7][CH:6]=2. Given the reactants [CH:1]([C:3]1[NH:4][C:5]2[C:10]([CH:11]=1)=[CH:9][CH:8]=[CH:7][CH:6]=2)=O.[N+:12]([CH3:15])([O-])=O, predict the reaction product.